Dataset: Forward reaction prediction with 1.9M reactions from USPTO patents (1976-2016). Task: Predict the product of the given reaction. Given the reactants [C:1]([N:3]1[C:11]2[CH:10]=[CH:9][C:8]([CH3:12])=[CH:7][C:6]=2[C:5]2[CH2:13][N:14]([CH3:17])[CH2:15][CH2:16][C:4]1=2)#[CH:2].Br[C:19]1[CH:20]=[CH:21][C:22]([CH:25]2[CH2:27][CH2:26]2)=[N:23][CH:24]=1.CCCC[N+](CCCC)(CCCC)CCCC.[F-], predict the reaction product. The product is: [CH:25]1([C:22]2[N:23]=[CH:24][C:19]([C:2]#[C:1][N:3]3[C:11]4[CH:10]=[CH:9][C:8]([CH3:12])=[CH:7][C:6]=4[C:5]4[CH2:13][N:14]([CH3:17])[CH2:15][CH2:16][C:4]3=4)=[CH:20][CH:21]=2)[CH2:27][CH2:26]1.